This data is from Forward reaction prediction with 1.9M reactions from USPTO patents (1976-2016). The task is: Predict the product of the given reaction. (1) The product is: [F:8][C:6]1[CH:5]=[C:4]([C:9]2[N:16]=[C:15]([OH:17])[CH:14]=[CH:13][C:10]=2[C:11]#[N:12])[CH:3]=[C:2]([F:1])[CH:7]=1. Given the reactants [F:1][C:2]1[CH:3]=[C:4]([C:9]2[N:16]=[C:15]([O:17]C)[CH:14]=[CH:13][C:10]=2[C:11]#[N:12])[CH:5]=[C:6]([F:8])[CH:7]=1, predict the reaction product. (2) Given the reactants [NH2:1][CH:2]([C:11]1[C:16]([O:17][CH3:18])=[CH:15][CH:14]=[CH:13][C:12]=1[O:19][CH3:20])[CH2:3][CH:4]([CH3:10])[C:5]([O:7]CC)=O.[F:21][C:22]([F:33])([F:32])[S:23][C:24]1[CH:31]=[CH:30][C:27]([CH:28]=O)=[CH:26][CH:25]=1, predict the reaction product. The product is: [CH3:18][O:17][C:16]1[CH:15]=[CH:14][CH:13]=[C:12]([O:19][CH3:20])[C:11]=1[CH:2]1[N:1]([CH2:28][C:27]2[CH:30]=[CH:31][C:24]([S:23][C:22]([F:33])([F:21])[F:32])=[CH:25][CH:26]=2)[C:5](=[O:7])[CH:4]([CH3:10])[CH2:3]1. (3) Given the reactants [NH2:1][C:2]1[C:3]([OH:13])=[C:4]([S:9]([NH2:12])(=[O:11])=[O:10])[C:5]([Cl:8])=[CH:6][CH:7]=1.N(C([C:19]1[N:23]([C:24]2[CH:29]=[CH:28][CH:27]=[CH:26][CH:25]=2)[N:22]=[N:21][CH:20]=1)=O)=[N+]=[N-].C[N:31](C)[CH:32]=[O:33], predict the reaction product. The product is: [NH2:12][S:9]([C:4]1[C:3]([OH:13])=[C:2]([NH:1][C:32]([NH:31][C:19]2[N:23]([C:24]3[CH:25]=[CH:26][CH:27]=[CH:28][CH:29]=3)[N:22]=[N:21][CH:20]=2)=[O:33])[CH:7]=[CH:6][C:5]=1[Cl:8])(=[O:11])=[O:10]. (4) Given the reactants [C:1]1([SH:7])[CH:6]=[CH:5][CH:4]=[CH:3][CH:2]=1.[H-].[Na+].Cl[CH2:11][C:12]1[NH:31][C:15]2=[CH:16][C:17]3[C:18]([CH3:30])([CH3:29])[C:19](=[O:28])[N:20]([CH2:23][CH2:24][CH2:25][CH2:26][CH3:27])[C:21]=3[CH:22]=[C:14]2[N:13]=1.ClC1C=C(C(OO)=[O:40])C=CC=1, predict the reaction product. The product is: [C:1]1([S:7]([CH2:11][C:12]2[NH:31][C:15]3=[CH:16][C:17]4[C:18]([CH3:30])([CH3:29])[C:19](=[O:28])[N:20]([CH2:23][CH2:24][CH2:25][CH2:26][CH3:27])[C:21]=4[CH:22]=[C:14]3[N:13]=2)=[O:40])[CH:6]=[CH:5][CH:4]=[CH:3][CH:2]=1. (5) The product is: [N:1]([C:4]1[CH:5]=[CH:6][C:7]([C:8]([NH:27][CH2:26][CH2:25][Br:24])=[O:10])=[CH:11][CH:12]=1)=[N+:2]=[N-:3]. Given the reactants [N:1]([C:4]1[CH:12]=[CH:11][C:7]([C:8]([OH:10])=O)=[CH:6][CH:5]=1)=[N+:2]=[N-:3].C1C=CC2N(O)N=NC=2C=1.Br.[Br:24][CH2:25][CH2:26][NH2:27].CCN=C=NCCCN(C)C.C(N(CC)CC)C, predict the reaction product. (6) Given the reactants [CH3:1][O:2][C:3](=[O:15])[C@H:4]([CH2:13][SH:14])[NH:5][C:6]([O:8][C:9]([CH3:12])([CH3:11])[CH3:10])=[O:7].[H-].[Na+].Cl[CH2:19][C:20]1[CH:25]=[C:24]([CH3:26])[CH:23]=[C:22]([N:27]2[C:31]([CH3:32])=[CH:30][CH:29]=[C:28]2[CH3:33])[N:21]=1.C(OCC)(=O)C, predict the reaction product. The product is: [CH3:11][C:9]([CH3:12])([O:8][C:6]([NH:5][C@H:4]([C:3]([O:2][CH3:1])=[O:15])[CH2:13][S:14][CH2:19][C:20]1[CH:25]=[C:24]([CH3:26])[CH:23]=[C:22]([N:27]2[C:31]([CH3:32])=[CH:30][CH:29]=[C:28]2[CH3:33])[N:21]=1)=[O:7])[CH3:10]. (7) Given the reactants ClC1C=C(C=C(C=O)N=1)C(OC)=O.[F:14][C:15]1[N:20]=[CH:19][C:18]([C:21]2[CH:26]=[C:25]([C:27]([O:29][CH3:30])=[O:28])[CH:24]=[C:23]([C:31](O)=[O:32])[N:22]=2)=[CH:17][CH:16]=1, predict the reaction product. The product is: [F:14][C:15]1[N:20]=[CH:19][C:18]([C:21]2[CH:26]=[C:25]([C:27]([O:29][CH3:30])=[O:28])[CH:24]=[C:23]([CH:31]=[O:32])[N:22]=2)=[CH:17][CH:16]=1. (8) Given the reactants [CH3:1][O:2][C:3]1[CH:4]=[C:5]2[C:10](=[CH:11][C:12]=1[O:13][CH3:14])[N:9]=[CH:8][N:7]=[C:6]2[O:15][C:16]1[CH:17]=[C:18]([CH:20]=[CH:21][CH:22]=1)[NH2:19].[Cl:23][C:24]1[CH:29]=[CH:28][C:27]([N:30]=[C:31]=[O:32])=[CH:26][CH:25]=1, predict the reaction product. The product is: [Cl:23][C:24]1[CH:29]=[CH:28][C:27]([NH:30][C:31]([NH:19][C:18]2[CH:20]=[CH:21][CH:22]=[C:16]([O:15][C:6]3[C:5]4[C:10](=[CH:11][C:12]([O:13][CH3:14])=[C:3]([O:2][CH3:1])[CH:4]=4)[N:9]=[CH:8][N:7]=3)[CH:17]=2)=[O:32])=[CH:26][CH:25]=1. (9) Given the reactants [CH2:1]1[O:10][C:4]2([CH2:9][CH2:8][NH:7][CH2:6][CH2:5]2)[O:3][CH2:2]1.CCN(CC)CC.[F:18][C:19]([F:30])([F:29])[C:20](O[C:20](=[O:21])[C:19]([F:30])([F:29])[F:18])=[O:21], predict the reaction product. The product is: [F:18][C:19]([F:30])([F:29])[C:20]([N:7]1[CH2:8][CH2:9][C:4]2([O:10][CH2:1][CH2:2][O:3]2)[CH2:5][CH2:6]1)=[O:21]. (10) Given the reactants [NH2:1][C:2]1[CH:6]=[CH:5][NH:4][C:3]=1[C:7]([O:9][CH2:10][CH3:11])=[O:8].[Cl:12][C:13]1[C:29]([Cl:30])=[CH:28][C:16]2[NH:17][C:18]([S:20][C:21]3[O:25][C:24]([CH:26]=O)=[CH:23][CH:22]=3)=[N:19][C:15]=2[CH:14]=1.[C:31]1(=O)[CH2:36][CH2:35][CH2:34][C:33](=[O:37])[CH2:32]1, predict the reaction product. The product is: [CH2:10]([O:9][C:7]([C:3]1[NH:4][CH:5]=[C:6]2[CH:26]([C:24]3[O:25][C:21]([S:20][C:18]4[NH:19][C:15]5[CH:14]=[C:13]([Cl:12])[C:29]([Cl:30])=[CH:28][C:16]=5[N:17]=4)=[CH:22][CH:23]=3)[C:32]3[C:33](=[O:37])[CH2:34][CH2:35][CH2:36][C:31]=3[NH:1][C:2]=12)=[O:8])[CH3:11].